This data is from Forward reaction prediction with 1.9M reactions from USPTO patents (1976-2016). The task is: Predict the product of the given reaction. (1) Given the reactants [CH3:1][C:2]([O-])(C)[CH3:3].[K+].C1COCC1.[OH:12][CH2:13][CH2:14][C:15]1[S:19][CH:18]=[N:17][C:16]=1[CH3:20].C(Br)C=C, predict the reaction product. The product is: [CH2:3]([O:12][CH2:13][CH2:14][C:15]1[S:19][CH:18]=[N:17][C:16]=1[CH3:20])[CH:2]=[CH2:1]. (2) Given the reactants Cl[C:2]1[C:11]2=[N:12][N:13](CC3C=CC(OC)=CC=3)[CH:14]=[C:10]2[C:9]2[CH:8]=[C:7]([O:24][CH3:25])[CH:6]=[CH:5][C:4]=2[N:3]=1.[N+:26]([C:29]1[CH:35]=[CH:34][C:32]([NH2:33])=[CH:31][CH:30]=1)([O-:28])=[O:27].Cl, predict the reaction product. The product is: [CH3:25][O:24][C:7]1[CH:6]=[CH:5][C:4]2[N:3]=[C:2]([NH:33][C:32]3[CH:34]=[CH:35][C:29]([N+:26]([O-:28])=[O:27])=[CH:30][CH:31]=3)[C:11]3=[N:12][NH:13][CH:14]=[C:10]3[C:9]=2[CH:8]=1. (3) Given the reactants [C:1](#[N:4])[CH:2]=[CH2:3].[CH2:5]([NH2:12])[C:6]1[CH:11]=[CH:10][CH:9]=[CH:8][CH:7]=1, predict the reaction product. The product is: [C:1]([CH2:2][CH2:3][N:12]([CH2:5][C:6]1[CH:11]=[CH:10][CH:9]=[CH:8][CH:7]=1)[CH2:3][CH2:2][C:1]#[N:4])#[N:4].